This data is from Catalyst prediction with 721,799 reactions and 888 catalyst types from USPTO. The task is: Predict which catalyst facilitates the given reaction. (1) Reactant: [NH2:1][C:2]1[CH:12]=[CH:11][C:10]([S:13]([C:16]2[CH:21]=[CH:20][C:19]([CH2:22][CH2:23][N:24]([C:41]([O:43][C:44]([CH3:47])([CH3:46])[CH3:45])=[O:42])[CH2:25][C@@H:26]([C:34]3[CH:39]=[CH:38][CH:37]=[C:36]([Cl:40])[CH:35]=3)[O:27][CH:28]3[CH2:33][CH2:32][CH2:31][CH2:30][O:29]3)=[CH:18][CH:17]=2)(=[O:15])=[O:14])=[CH:9][C:3]=1[C:4]([O:6][CH2:7][CH3:8])=[O:5].[H-].[Na+].I[CH2:51][CH2:52][O:53][CH:54]1[CH2:59][CH2:58][CH2:57][CH2:56][O:55]1.O. Product: [C:44]([O:43][C:41]([N:24]([CH2:25][C@@H:26]([C:34]1[CH:39]=[CH:38][CH:37]=[C:36]([Cl:40])[CH:35]=1)[O:27][CH:28]1[CH2:33][CH2:32][CH2:31][CH2:30][O:29]1)[CH2:23][CH2:22][C:19]1[CH:18]=[CH:17][C:16]([S:13]([C:10]2[CH:11]=[CH:12][C:2]([NH:1][CH2:51][CH2:52][O:53][CH:54]3[CH2:59][CH2:58][CH2:57][CH2:56][O:55]3)=[C:3]([CH:9]=2)[C:4]([O:6][CH2:7][CH3:8])=[O:5])(=[O:15])=[O:14])=[CH:21][CH:20]=1)=[O:42])([CH3:46])([CH3:45])[CH3:47]. The catalyst class is: 9. (2) Reactant: [Cl:1][C:2]1[CH:3]=[C:4]([C:10](=[O:12])[CH3:11])[CH:5]=[CH:6][C:7]=1[O:8][CH3:9].[Br:13]Br. Product: [Br:13][CH2:11][C:10]([C:4]1[CH:5]=[CH:6][C:7]([O:8][CH3:9])=[C:2]([Cl:1])[CH:3]=1)=[O:12]. The catalyst class is: 5.